From a dataset of Catalyst prediction with 721,799 reactions and 888 catalyst types from USPTO. Predict which catalyst facilitates the given reaction. (1) Reactant: [F:1][C:2]([F:12])([F:11])[C:3](=[O:10])[CH2:4][C:5]([O:7]CC)=O.[F:13][C:14]([F:34])([F:33])[C:15]1[CH:16]=[CH:17][C:18]([N:21]2[CH2:26][CH2:25][CH:24]([C:27]3[CH:31]=[C:30]([NH2:32])[NH:29][N:28]=3)[CH2:23][CH2:22]2)=[N:19][CH:20]=1.C(=O)(O)[O-].[Na+]. Product: [OH:10][C:3]1([C:2]([F:1])([F:11])[F:12])[CH2:4][C:5](=[O:7])[NH:32][C:30]2[NH:29][N:28]=[C:27]([CH:24]3[CH2:25][CH2:26][N:21]([C:18]4[CH:17]=[CH:16][C:15]([C:14]([F:13])([F:34])[F:33])=[CH:20][N:19]=4)[CH2:22][CH2:23]3)[C:31]1=2. The catalyst class is: 15. (2) Reactant: [Br:1][C:2]1[CH:7]=[CH:6][C:5]([CH:8]=[CH:9][C:10](=O)[CH:11]([CH3:13])[CH3:12])=[CH:4][CH:3]=1.[H-].[Al+3].[Li+].[H-].[H-].[H-]. The catalyst class is: 280. Product: [Br:1][C:2]1[CH:7]=[C:6]2[C:5]([CH2:8][CH2:9][CH2:10][C:11]2([CH3:13])[CH3:12])=[CH:4][CH:3]=1.